Dataset: Full USPTO retrosynthesis dataset with 1.9M reactions from patents (1976-2016). Task: Predict the reactants needed to synthesize the given product. Given the product [F:13][C:14]1[CH:19]=[CH:18][C:17]([N:20]2[C:9]3[C:10](=[CH:11][C:4]([O:3][CH3:2])=[CH:5][CH:8]=3)[CH:22]=[N:21]2)=[CH:16][CH:15]=1, predict the reactants needed to synthesize it. The reactants are: F[CH2:2][O:3][C:4]1[CH:11]=[CH:10][CH:9]=[CH:8][C:5]=1C=O.Cl.[F:13][C:14]1[CH:19]=[CH:18][C:17]([NH:20][NH2:21])=[CH:16][CH:15]=1.[C:22](=O)([O-])[O-].[Cs+].[Cs+].